Dataset: Reaction yield outcomes from USPTO patents with 853,638 reactions. Task: Predict the reaction yield, written as a fraction of the theoretical maximum amount of product (1.0 means a 100% yield; for example, 0.34 means a 34% yield). (1) The reactants are [CH3:1][C:2]([CH3:21])([CH3:20])[C:3]([NH:5][C:6]1[NH:7][C:8](=O)[C:9]2[C:17]3[C:12](=[CH:13][CH:14]=[CH:15][CH:16]=3)[NH:11][C:10]=2[N:18]=1)=[O:4].P(Cl)(Cl)([Cl:24])=O. No catalyst specified. The product is [Cl:24][C:8]1[C:9]2[C:17]3[C:12](=[CH:13][CH:14]=[CH:15][CH:16]=3)[NH:11][C:10]=2[N:18]=[C:6]([NH:5][C:3](=[O:4])[C:2]([CH3:21])([CH3:20])[CH3:1])[N:7]=1. The yield is 0.590. (2) The reactants are [C:1]([C:3]1[C:4]([C:25]2[CH:30]=[CH:29][C:28]([Cl:31])=[CH:27][C:26]=2[Cl:32])=[C:5]([C:20]([O:22][CH2:23][CH3:24])=[O:21])[S:6][C:7]=1[NH:8]CC1C=CC(OC)=CC=1OC)#[N:2].FC(F)(F)C(O)=O. The catalyst is ClCCl. The product is [NH2:8][C:7]1[S:6][C:5]([C:20]([O:22][CH2:23][CH3:24])=[O:21])=[C:4]([C:25]2[CH:30]=[CH:29][C:28]([Cl:31])=[CH:27][C:26]=2[Cl:32])[C:3]=1[C:1]#[N:2]. The yield is 0.900. (3) The reactants are [I:1][C:2]1[C:10]2[C:5](=[C:6]([O:11][CH3:12])[N:7]=[CH:8][CH:9]=2)[NH:4][CH:3]=1.[H-].[Na+].[CH3:15]I. The catalyst is CN(C)C=O. The product is [I:1][C:2]1[C:10]2[C:5](=[C:6]([O:11][CH3:12])[N:7]=[CH:8][CH:9]=2)[N:4]([CH3:15])[CH:3]=1. The yield is 0.950.